This data is from Catalyst prediction with 721,799 reactions and 888 catalyst types from USPTO. The task is: Predict which catalyst facilitates the given reaction. Reactant: [C:1]([O:5][C:6]([N:8]1[CH2:13][CH2:12][N:11]([C:14]([O:16][C:17]([CH3:20])([CH3:19])[CH3:18])=[O:15])[CH2:10][C@@H:9]1[CH2:21][CH2:22][CH2:23][CH2:24][OH:25])=[O:7])([CH3:4])([CH3:3])[CH3:2].[CH3:26]I.[H-].[Na+]. Product: [C:1]([O:5][C:6]([N:8]1[CH2:13][CH2:12][N:11]([C:14]([O:16][C:17]([CH3:18])([CH3:19])[CH3:20])=[O:15])[CH2:10][C@@H:9]1[CH2:21][CH2:22][CH2:23][CH2:24][O:25][CH3:26])=[O:7])([CH3:4])([CH3:3])[CH3:2]. The catalyst class is: 163.